Dataset: Catalyst prediction with 721,799 reactions and 888 catalyst types from USPTO. Task: Predict which catalyst facilitates the given reaction. (1) Reactant: Br[CH2:2][C:3]1[CH:4]=[C:5]2[C:10](=[CH:11][CH:12]=1)[CH:9]=[C:8]([O:13][CH3:14])[CH:7]=[CH:6]2.[C-:15]#[N:16].[Na+]. Product: [CH3:14][O:13][C:8]1[CH:9]=[C:10]2[C:5](=[CH:6][CH:7]=1)[CH:4]=[C:3]([CH2:2][C:15]#[N:16])[CH:12]=[CH:11]2. The catalyst class is: 16. (2) Reactant: [CH2:1]([N:8]([CH2:16][CH2:17][NH:18]C(C1C=CC=CC=1)(C1C=CC=CC=1)C1C=CC=CC=1)[CH2:9]/[CH:10]=[CH:11]/[C:12]([O:14][CH3:15])=[O:13])[C:2]1[CH:7]=[CH:6][CH:5]=[CH:4][CH:3]=1.Cl.O1CCOCC1. Product: [CH2:1]([N:8]1[CH2:16][CH2:17][NH:18][CH:10]([CH2:11][C:12]([O:14][CH3:15])=[O:13])[CH2:9]1)[C:2]1[CH:7]=[CH:6][CH:5]=[CH:4][CH:3]=1. The catalyst class is: 5. (3) Reactant: [CH2:1]([NH:8][CH2:9][C:10]1([OH:23])[CH2:15][CH2:14][N:13]([C:16]([O:18][C:19]([CH3:22])([CH3:21])[CH3:20])=[O:17])[CH2:12][CH2:11]1)[C:2]1[CH:7]=[CH:6][CH:5]=[CH:4][CH:3]=1.C(N(C(C)C)CC)(C)C.Br.Br[CH2:35][C:36]([C:38]1[CH:43]=[CH:42][CH:41]=[CH:40][N:39]=1)=[O:37]. Product: [CH2:1]([N:8]([CH2:9][C:10]1([OH:23])[CH2:15][CH2:14][N:13]([C:16]([O:18][C:19]([CH3:20])([CH3:22])[CH3:21])=[O:17])[CH2:12][CH2:11]1)[CH2:35][C:36](=[O:37])[C:38]1[CH:43]=[CH:42][CH:41]=[CH:40][N:39]=1)[C:2]1[CH:7]=[CH:6][CH:5]=[CH:4][CH:3]=1. The catalyst class is: 39. (4) Reactant: [F:1][C:2]1[CH:17]=[CH:16][C:5]([O:6][C@@H:7]2[C@H:11]3[O:12][CH2:13][C@H:14]([NH2:15])[C@H:10]3[O:9][CH2:8]2)=[CH:4][CH:3]=1.[C:18]([N:25]1[CH:29]=[CH:28]N=C1)(N1C=CN=C1)=[O:19].C(N(CC)C(C)C)(C)C.Cl.[F:40][C:41]1([F:48])[CH2:46]CC(N)[CH2:43][CH2:42]1. Product: [F:40][C:41]1([F:48])[CH2:46][CH2:28][CH:29]([NH:25][C:18]([NH:15][C@H:14]2[CH2:13][O:12][C@@H:11]3[C@@H:7]([O:6][C:5]4[CH:16]=[CH:17][C:2]([F:1])=[CH:3][CH:4]=4)[CH2:8][O:9][C@H:10]23)=[O:19])[CH2:43][CH2:42]1. The catalyst class is: 9. (5) Reactant: [F:1][C:2]1[CH:7]=[CH:6][CH:5]=[C:4]([F:8])[C:3]=1[CH2:9][S:10]([C:13]1[CH:14]=[C:15]2[C:19](=[CH:20][CH:21]=1)[NH:18][C:17](=[O:22])[CH2:16]2)(=[O:12])=[O:11].[CH:23]1([NH:26][CH2:27][C@@H:28]2[CH2:32][CH2:31][CH2:30][N:29]2[C:33]([C:35]2[C:36]([CH3:43])=[C:37]([CH:41]=O)[NH:38][C:39]=2[CH3:40])=[O:34])[CH2:25][CH2:24]1. Product: [CH:23]1([NH:26][CH2:27][C@@H:28]2[CH2:32][CH2:31][CH2:30][N:29]2[C:33]([C:35]2[C:36]([CH3:43])=[C:37](/[CH:41]=[C:16]3\[C:17](=[O:22])[NH:18][C:19]4[C:15]\3=[CH:14][C:13]([S:10]([CH2:9][C:3]3[C:2]([F:1])=[CH:7][CH:6]=[CH:5][C:4]=3[F:8])(=[O:12])=[O:11])=[CH:21][CH:20]=4)[NH:38][C:39]=2[CH3:40])=[O:34])[CH2:24][CH2:25]1. The catalyst class is: 495. (6) Reactant: Cl[C:2](Cl)([O:4]C(=O)OC(Cl)(Cl)Cl)Cl.[NH2:13][C:14]1[CH:19]=[C:18]([CH2:20][C:21]([O:23][CH2:24][CH3:25])=[O:22])[CH:17]=[CH:16][C:15]=1[C:26]1[CH:31]=[CH:30][CH:29]=[CH:28][CH:27]=1.C(N(CC)CC)C. Product: [N:13]([C:14]1[CH:19]=[C:18]([CH2:20][C:21]([O:23][CH2:24][CH3:25])=[O:22])[CH:17]=[CH:16][C:15]=1[C:26]1[CH:27]=[CH:28][CH:29]=[CH:30][CH:31]=1)=[C:2]=[O:4]. The catalyst class is: 4. (7) Reactant: C[O:2][C:3](=[O:47])[CH2:4][CH:5]1[CH2:10][CH2:9][N:8]([C:11]([N:13]2[C@@:17]([C:19]3[CH:24]=[CH:23][C:22]([Cl:25])=[CH:21][CH:20]=3)([CH3:18])[C@@:16]([C:27]3[CH:32]=[CH:31][C:30]([Cl:33])=[CH:29][CH:28]=3)([CH3:26])[N:15]=[C:14]2[C:34]2[CH:35]=[N:36][C:37]([C:43]([CH3:46])([CH3:45])[CH3:44])=[CH:38][C:39]=2[O:40][CH2:41][CH3:42])=[O:12])[CH2:7][CH2:6]1.[OH-].[Li+].Cl. Product: [C:43]([C:37]1[N:36]=[CH:35][C:34]([C:14]2[N:13]([C:11]([N:8]3[CH2:7][CH2:6][CH:5]([CH2:4][C:3]([OH:47])=[O:2])[CH2:10][CH2:9]3)=[O:12])[C@@:17]([C:19]3[CH:24]=[CH:23][C:22]([Cl:25])=[CH:21][CH:20]=3)([CH3:18])[C@@:16]([C:27]3[CH:32]=[CH:31][C:30]([Cl:33])=[CH:29][CH:28]=3)([CH3:26])[N:15]=2)=[C:39]([O:40][CH2:41][CH3:42])[CH:38]=1)([CH3:44])([CH3:45])[CH3:46]. The catalyst class is: 364.